From a dataset of Reaction yield outcomes from USPTO patents with 853,638 reactions. Predict the reaction yield, written as a fraction of the theoretical maximum amount of product (1.0 means a 100% yield; for example, 0.34 means a 34% yield). (1) The reactants are [CH2:1]([O:8][C:9]([NH:11][CH:12]([C:18]([O:20][CH2:21][CH3:22])=[O:19])[C:13]([O:15][CH2:16][CH3:17])=[O:14])=[O:10])[C:2]1[CH:7]=[CH:6][CH:5]=[CH:4][CH:3]=1.C(=O)([O-])[O-].[K+].[K+].[I-].[K+].Cl[CH2:32][C:33]([O:35][CH2:36][CH3:37])=[O:34].Cl. The catalyst is CN(C=O)C. The product is [CH2:1]([O:8][C:9]([NH:11][C:12]([C:13]([O:15][CH2:16][CH3:17])=[O:14])([CH2:32][C:33]([O:35][CH2:36][CH3:37])=[O:34])[C:18]([O:20][CH2:21][CH3:22])=[O:19])=[O:10])[C:2]1[CH:3]=[CH:4][CH:5]=[CH:6][CH:7]=1. The yield is 0.860. (2) The product is [Cl:26][C:24]1[CH:23]=[N:22][C:5]2=[N:6][C:7]([N:8]3[CH2:13][CH2:12][N:11]([C:14]([O:16][C:17]([CH3:20])([CH3:18])[CH3:19])=[O:15])[C@@H:10]([CH3:21])[CH2:9]3)=[C:2]([NH:28][NH2:29])[N:3]=[C:4]2[CH:25]=1. The catalyst is CCO. The reactants are Cl[C:2]1[N:3]=[C:4]2[CH:25]=[C:24]([Cl:26])[CH:23]=[N:22][C:5]2=[N:6][C:7]=1[N:8]1[CH2:13][CH2:12][N:11]([C:14]([O:16][C:17]([CH3:20])([CH3:19])[CH3:18])=[O:15])[C@@H:10]([CH3:21])[CH2:9]1.O.[NH2:28][NH2:29]. The yield is 0.970. (3) The reactants are I[CH2:2][C@@H:3]([CH3:17])[CH2:4][N:5]1[C:10]2[CH:11]=[C:12]([CH3:15])[CH:13]=[CH:14][C:9]=2[O:8][CH2:7][C:6]1=[O:16].CCN(CC)CC.[CH2:25]([CH:29]1[CH2:35][CH:34]2[NH:36][CH:31]([CH2:32][CH2:33]2)[CH2:30]1)[CH2:26][CH2:27][CH3:28]. The catalyst is C(Cl)Cl.CC(O)C. The product is [CH2:25]([CH:29]1[CH2:30][CH:31]2[N:36]([CH2:2][C@@H:3]([CH3:17])[CH2:4][N:5]3[C:10]4[CH:11]=[C:12]([CH3:15])[CH:13]=[CH:14][C:9]=4[O:8][CH2:7][C:6]3=[O:16])[CH:34]([CH2:33][CH2:32]2)[CH2:35]1)[CH2:26][CH2:27][CH3:28]. The yield is 0.620. (4) The reactants are [Cl-].O[NH3+:3].[C:4](=[O:7])([O-])[OH:5].[Na+].CS(C)=O.[Si]([O:20][CH:21]([CH2:59][CH3:60])[CH2:22][O:23][C@H:24]1[CH2:29][CH2:28][C@H:27]([N:30]2[C:35](=[O:36])[C:34]([CH2:37][C:38]3[CH:43]=[CH:42][C:41]([C:44]4[C:45]([C:50]#[N:51])=[CH:46][CH:47]=[CH:48][CH:49]=4)=[CH:40][CH:39]=3)=[C:33]([CH2:52][CH2:53][CH3:54])[N:32]3[N:55]=[C:56]([CH3:58])[N:57]=[C:31]23)[CH2:26][CH2:25]1)(C(C)(C)C)(C)C. The catalyst is O.C(OCC)(=O)C. The product is [OH:20][CH:21]([CH2:59][CH3:60])[CH2:22][O:23][C@H:24]1[CH2:29][CH2:28][C@H:27]([N:30]2[C:35](=[O:36])[C:34]([CH2:37][C:38]3[CH:43]=[CH:42][C:41]([C:44]4[CH:49]=[CH:48][CH:47]=[CH:46][C:45]=4[C:50]4[NH:51][C:4](=[O:7])[O:5][N:3]=4)=[CH:40][CH:39]=3)=[C:33]([CH2:52][CH2:53][CH3:54])[N:32]3[N:55]=[C:56]([CH3:58])[N:57]=[C:31]23)[CH2:26][CH2:25]1. The yield is 0.450. (5) The reactants are [CH3:1][S:2](Cl)(=[O:4])=[O:3].[Cl:6][C:7]1[N:12]=[C:11]([C:13]2[S:17][C:16]([N:18]3[CH2:23][CH2:22][NH:21][CH2:20][CH2:19]3)=[N:15][C:14]=2[C:24]2[C:25]([F:42])=[C:26]([NH:30][S:31]([C:34]3[CH:39]=[C:38]([F:40])[CH:37]=[CH:36][C:35]=3[F:41])(=[O:33])=[O:32])[CH:27]=[CH:28][CH:29]=2)[CH:10]=[CH:9][N:8]=1. The catalyst is C(Cl)Cl. The product is [Cl:6][C:7]1[N:12]=[C:11]([C:13]2[S:17][C:16]([N:18]3[CH2:23][CH2:22][N:21]([S:2]([CH3:1])(=[O:4])=[O:3])[CH2:20][CH2:19]3)=[N:15][C:14]=2[C:24]2[C:25]([F:42])=[C:26]([NH:30][S:31]([C:34]3[CH:39]=[C:38]([F:40])[CH:37]=[CH:36][C:35]=3[F:41])(=[O:33])=[O:32])[CH:27]=[CH:28][CH:29]=2)[CH:10]=[CH:9][N:8]=1. The yield is 0.300. (6) The reactants are [Cl:1][C:2]1[CH:10]=[CH:9][C:5]([C:6](O)=[O:7])=[C:4]([N+:11]([O-:13])=[O:12])[CH:3]=1.O=S(Cl)[Cl:16].Cl. No catalyst specified. The product is [Cl:1][C:2]1[CH:10]=[CH:9][C:5]([C:6]([Cl:16])=[O:7])=[C:4]([N+:11]([O-:13])=[O:12])[CH:3]=1. The yield is 1.00. (7) The reactants are [C:1]([C:3]1[CH:4]=[C:5]([B:9]([OH:11])[OH:10])[CH:6]=[CH:7][CH:8]=1)#[N:2].[CH2:12](O)[CH2:13][OH:14].CCCCCC. The catalyst is C1COCC1. The product is [B:9]([O:11][CH2:12][CH2:13][OH:14])([OH:10])[C:5]1[CH:6]=[CH:7][CH:8]=[C:3]([C:1]#[N:2])[CH:4]=1. The yield is 1.00. (8) The reactants are [F:1][C:2]1[CH:8]=[CH:7][CH:6]=[CH:5][C:3]=1[NH2:4].C[Al](C)C.C([O:15][C:16]([C:18]1[C:27]2[C:26]3=[N:28][N:29]([CH3:31])[CH:30]=[C:25]3[CH2:24][CH2:23][CH2:22][C:21]=2[NH:20][CH:19]=1)=O)C.O. The catalyst is C(Cl)Cl.[NH4+].[Cl-].CCOCC. The product is [F:1][C:2]1[CH:8]=[CH:7][CH:6]=[CH:5][C:3]=1[NH:4][C:16]([C:18]1[C:27]2[C:26]3=[N:28][N:29]([CH3:31])[CH:30]=[C:25]3[CH2:24][CH2:23][CH2:22][C:21]=2[NH:20][CH:19]=1)=[O:15]. The yield is 0.600. (9) The reactants are [CH2:1]([O:8][NH:9][C@H:10]1[CH2:15][N:14]([C:16](=[O:21])[C:17]([F:20])([F:19])[F:18])[C@H:13]([C:22]([O:24]C(C)(C)C)=[O:23])[CH2:12][CH2:11]1)[C:2]1[CH:7]=[CH:6][CH:5]=[CH:4][CH:3]=1.FC(F)(F)C(O)=O. The catalyst is C(Cl)Cl. The product is [CH2:1]([O:8][NH:9][C@H:10]1[CH2:15][N:14]([C:16](=[O:21])[C:17]([F:19])([F:20])[F:18])[C@H:13]([C:22]([OH:24])=[O:23])[CH2:12][CH2:11]1)[C:2]1[CH:3]=[CH:4][CH:5]=[CH:6][CH:7]=1. The yield is 0.710.